From a dataset of Forward reaction prediction with 1.9M reactions from USPTO patents (1976-2016). Predict the product of the given reaction. Given the reactants [CH3:1][O:2][C:3](=[O:23])[CH2:4][CH2:5][C:6]1([CH3:22])[CH2:15][CH2:14][C:13]2[C:8](=[C:9]3[CH:20]4[CH2:21][CH:17]([CH2:18][CH2:19]4)[C:10]3=[C:11]([OH:16])[CH:12]=2)[O:7]1.C(N(C(C)C)CC)(C)C.[CH3:33][O:34][CH2:35]Cl, predict the reaction product. The product is: [CH3:1][O:2][C:3](=[O:23])[CH2:4][CH2:5][C:6]1([CH3:22])[CH2:15][CH2:14][C:13]2[C:8](=[C:9]3[CH:20]4[CH2:21][CH:17]([CH2:18][CH2:19]4)[C:10]3=[C:11]([O:16][CH2:33][O:34][CH3:35])[CH:12]=2)[O:7]1.